From a dataset of NCI-60 drug combinations with 297,098 pairs across 59 cell lines. Regression. Given two drug SMILES strings and cell line genomic features, predict the synergy score measuring deviation from expected non-interaction effect. (1) Drug 1: CC1=C2C(C(=O)C3(C(CC4C(C3C(C(C2(C)C)(CC1OC(=O)C(C(C5=CC=CC=C5)NC(=O)OC(C)(C)C)O)O)OC(=O)C6=CC=CC=C6)(CO4)OC(=O)C)O)C)O. Drug 2: C1=NNC2=C1C(=O)NC=N2. Cell line: K-562. Synergy scores: CSS=51.7, Synergy_ZIP=1.70, Synergy_Bliss=-0.598, Synergy_Loewe=-48.1, Synergy_HSA=-0.703. (2) Drug 1: C1CCC(C1)C(CC#N)N2C=C(C=N2)C3=C4C=CNC4=NC=N3. Drug 2: CN(CCCl)CCCl.Cl. Cell line: NCI-H226. Synergy scores: CSS=2.24, Synergy_ZIP=-2.01, Synergy_Bliss=-2.97, Synergy_Loewe=-6.84, Synergy_HSA=-5.93.